Dataset: Catalyst prediction with 721,799 reactions and 888 catalyst types from USPTO. Task: Predict which catalyst facilitates the given reaction. (1) Reactant: [Br:1][C:2]1[CH:7]=[CH:6][C:5]([C:8]([NH:10][C:11]2[CH:30]=[CH:29][CH:28]=[CH:27][C:12]=2[C:13]([NH:15][CH2:16][C@@H:17]2[CH2:21][CH2:20][N:19]([C:22]([CH:24]3[CH2:26][CH2:25]3)=[O:23])[CH2:18]2)=[O:14])=O)=[CH:4][CH:3]=1.[OH-].[Na+].C(O)CO.Cl. Product: [Br:1][C:2]1[CH:7]=[CH:6][C:5]([C:8]2[N:15]([CH2:16][C@@H:17]3[CH2:21][CH2:20][N:19]([C:22]([CH:24]4[CH2:25][CH2:26]4)=[O:23])[CH2:18]3)[C:13](=[O:14])[C:12]3[C:11](=[CH:30][CH:29]=[CH:28][CH:27]=3)[N:10]=2)=[CH:4][CH:3]=1. The catalyst class is: 6. (2) Reactant: [Br:1][C:2]1[CH:11]=[CH:10][C:5]([C:6](OC)=[O:7])=[C:4]([CH2:12]Br)[CH:3]=1.[OH-].[NH4+:15]. Product: [Br:1][C:2]1[CH:3]=[C:4]2[C:5](=[CH:10][CH:11]=1)[C:6](=[O:7])[NH:15][CH2:12]2. The catalyst class is: 5. (3) Reactant: [CH3:1][O:2][C:3](=[O:12])[CH2:4][C:5]1[CH:10]=[CH:9][C:8]([Br:11])=[CH:7][CH:6]=1.[CH3:13][C:14](C)([O-])[CH3:15].[K+].C(Br)(C)C. Product: [CH3:1][O:2][C:3](=[O:12])[CH:4]([C:5]1[CH:10]=[CH:9][C:8]([Br:11])=[CH:7][CH:6]=1)[CH:14]([CH3:15])[CH3:13]. The catalyst class is: 3. (4) Reactant: [CH:1]1([C:4]2[NH:5][CH:6]=[CH:7][N:8]=2)[CH2:3][CH2:2]1.C(N(CC)CC)C.[CH3:16][N:17]([CH3:22])[S:18](Cl)(=[O:20])=[O:19]. Product: [CH:1]1([C:4]2[N:5]([S:18]([N:17]([CH3:22])[CH3:16])(=[O:20])=[O:19])[CH:6]=[CH:7][N:8]=2)[CH2:3][CH2:2]1. The catalyst class is: 4. (5) Reactant: C([N:8]1[CH2:17][CH2:16][C:15]2[C:14]([NH:18][C:19]3[CH:24]=[CH:23][CH:22]=[CH:21][CH:20]=3)=[N:13][CH:12]=[N:11][C:10]=2[CH2:9]1)C1C=CC=CC=1. Product: [C:19]1([NH:18][C:14]2[C:15]3[CH2:16][CH2:17][NH:8][CH2:9][C:10]=3[N:11]=[CH:12][N:13]=2)[CH:20]=[CH:21][CH:22]=[CH:23][CH:24]=1. The catalyst class is: 293. (6) Reactant: [N:1]1[CH:6]=[CH:5][CH:4]=[CH:3][C:2]=1[N:7]1[CH2:12][CH2:11][N:10]([C:13]2[CH:34]=[CH:33][C:16]([C:17]([NH:19][NH:20][C:21]([C:23]3[CH:32]=[CH:31][C:26]([C:27]([O:29][CH3:30])=[O:28])=[CH:25][CH:24]=3)=O)=O)=[CH:15][CH:14]=2)[CH2:9][CH2:8]1.P12(SP3(SP(SP(S3)(S1)=S)(=S)S2)=S)=[S:36].O.[OH-].[Na+]. Product: [N:1]1[CH:6]=[CH:5][CH:4]=[CH:3][C:2]=1[N:7]1[CH2:12][CH2:11][N:10]([C:13]2[CH:34]=[CH:33][C:16]([C:17]3[S:36][C:21]([C:23]4[CH:32]=[CH:31][C:26]([C:27]([O:29][CH3:30])=[O:28])=[CH:25][CH:24]=4)=[N:20][N:19]=3)=[CH:15][CH:14]=2)[CH2:9][CH2:8]1. The catalyst class is: 17.